This data is from Reaction yield outcomes from USPTO patents with 853,638 reactions. The task is: Predict the reaction yield, written as a fraction of the theoretical maximum amount of product (1.0 means a 100% yield; for example, 0.34 means a 34% yield). (1) The reactants are [CH3:1][O:2][C:3]1[CH:4]=[C:5](O)[CH:6]=[CH:7][CH:8]=1.[CH2:10]([OH:16])[CH2:11][CH2:12][CH2:13][CH:14]=[CH2:15].C1C=CC(P(C2C=CC=CC=2)C2C=CC=CC=2)=CC=1.CC(OC(/N=N/C(OC(C)C)=O)=O)C. The catalyst is C1COCC1. The product is [CH2:10]([O:16][C:7]1[CH:6]=[CH:5][CH:4]=[C:3]([O:2][CH3:1])[CH:8]=1)[CH2:11][CH2:12][CH2:13][CH:14]=[CH2:15]. The yield is 0.960. (2) The yield is 0.740. The product is [C:25]([O:24][C:22]([NH:21][C:18]1[S:19][CH:20]=[C:16](/[C:12](=[N:11]/[O:10][C:7]([CH3:9])([CH3:8])[C:6]([O:5][C:1]([CH3:4])([CH3:3])[CH3:2])=[O:29])/[C:13]([NH:63][C@@H:64]2[C:65](=[O:75])[NH:66][C@@H:67]2[CH2:68][N:69]2[C:73]([CH3:74])=[N:72][N:71]=[N:70]2)=[O:14])[N:17]=1)=[O:23])([CH3:28])([CH3:27])[CH3:26]. The catalyst is C(Cl)Cl.CN(C=O)C. The reactants are [C:1]([O:5][C:6](=[O:29])[C:7]([O:10]/[N:11]=[C:12](/[C:16]1[N:17]=[C:18]([NH:21][C:22]([O:24][C:25]([CH3:28])([CH3:27])[CH3:26])=[O:23])[S:19][CH:20]=1)\[C:13](O)=[O:14])([CH3:9])[CH3:8])([CH3:4])([CH3:3])[CH3:2].CCN(C(C)C)C(C)C.CN(C(ON1N=NC2C=CC=NC1=2)=[N+](C)C)C.F[P-](F)(F)(F)(F)F.[NH2:63][C@H:64]1[C@@H:67]([CH2:68][N:69]2[C:73]([CH3:74])=[N:72][N:71]=[N:70]2)[NH:66][C:65]1=[O:75]. (3) The reactants are [N:1]1([C:11]([O:13][C:14]([CH3:17])([CH3:16])[CH3:15])=[O:12])[CH2:6][CH2:5][CH:4]([C:7]([O:9][CH3:10])=[O:8])[CH2:3][CH2:2]1.[Li+].C[Si]([N-][Si](C)(C)C)(C)C.[Br:28][C:29]1[CH:30]=[C:31]2[C:36](=[CH:37][C:38]=1[Cl:39])[N:35]=[CH:34][N:33]=[C:32]2Cl. The catalyst is C1COCC1. The product is [Br:28][C:29]1[CH:30]=[C:31]2[C:36](=[CH:37][C:38]=1[Cl:39])[N:35]=[CH:34][N:33]=[C:32]2[C:4]1([C:7]([O:9][CH3:10])=[O:8])[CH2:3][CH2:2][N:1]([C:11]([O:13][C:14]([CH3:17])([CH3:16])[CH3:15])=[O:12])[CH2:6][CH2:5]1. The yield is 0.370. (4) The reactants are [NH2:1][CH:2]([C:20]1[CH:25]=[CH:24][C:23]([F:26])=[CH:22][CH:21]=1)[C:3]1[N:12]=[C:11]([NH:13][C:14]2[CH:18]=[C:17]([CH3:19])[NH:16][N:15]=2)[C:10]2[C:5](=[CH:6][CH:7]=[CH:8][CH:9]=2)[N:4]=1.C[CH2:28][OH:29]. The catalyst is C(OCC)=O. The product is [F:26][C:23]1[CH:22]=[CH:21][C:20]([CH:2]([C:3]2[N:12]=[C:11]([NH:13][C:14]3[CH:18]=[C:17]([CH3:19])[NH:16][N:15]=3)[C:10]3[C:5](=[CH:6][CH:7]=[CH:8][CH:9]=3)[N:4]=2)[NH:1][CH:28]=[O:29])=[CH:25][CH:24]=1. The yield is 0.0800. (5) The reactants are [OH:1][C:2]1[C:3]([C:12]([NH:14][C:15]2[CH:20]=[C:19]([C:21]([F:24])([F:23])[F:22])[CH:18]=[C:17]([C:25]([F:28])([F:27])[F:26])[CH:16]=2)=[O:13])=[CH:4][C:5]2[C:10]([CH:11]=1)=[CH:9][CH:8]=[CH:7][CH:6]=2.[N:29]1([C:35](Cl)=[O:36])[CH2:34][CH2:33][O:32][CH2:31][CH2:30]1. No catalyst specified. The product is [O:32]1[CH2:33][CH2:34][N:29]([C:35]([O:1][C:2]2[C:3]([C:12]([NH:14][C:15]3[CH:16]=[C:17]([C:25]([F:26])([F:27])[F:28])[CH:18]=[C:19]([C:21]([F:22])([F:23])[F:24])[CH:20]=3)=[O:13])=[CH:4][C:5]3[C:10]([CH:11]=2)=[CH:9][CH:8]=[CH:7][CH:6]=3)=[O:36])[CH2:30][CH2:31]1. The yield is 0.812. (6) The reactants are [C:1]1([NH2:11])[C:10]2[C:5](=[CH:6][CH:7]=[CH:8][CH:9]=2)[CH:4]=[CH:3][CH:2]=1.CCN(C(C)C)C(C)C.[CH3:21][O:22][C:23](=[O:27])[C:24](Cl)=[O:25].C(=O)(O)[O-].[Na+]. The catalyst is C(Cl)Cl. The product is [CH3:21][O:22][C:23](=[O:27])[C:24]([NH:11][C:1]1[C:10]2[C:5](=[CH:6][CH:7]=[CH:8][CH:9]=2)[CH:4]=[CH:3][CH:2]=1)=[O:25]. The yield is 0.900. (7) The reactants are [C:1]([C@H:4]1[CH2:8][CH2:7][CH2:6][N:5]1[C:9](=[O:24])[CH2:10][CH2:11][CH2:12][CH2:13][C:14]([N:16]1[CH2:20][CH2:19][CH2:18][C@@H:17]1[C:21]([OH:23])=[O:22])=[O:15])([OH:3])=[O:2]. The catalyst is C(O)C=C. The product is [CH2:8]([O:22][C:21]([C@H:17]1[CH2:18][CH2:19][CH2:20][N:16]1[C:14](=[O:15])[CH2:13][CH2:12][CH2:11][CH2:10][C:9]([N:5]1[CH2:6][CH2:7][CH2:8][C@@H:4]1[C:1]([O:3][CH2:11][CH:10]=[CH2:9])=[O:2])=[O:24])=[O:23])[CH:4]=[CH2:1]. The yield is 0.490. (8) The reactants are Br[C:2]1[CH:7]=[CH:6][C:5]([CH2:8][C:9]([NH2:11])=[O:10])=[C:4]([CH3:12])[C:3]=1[Cl:13].[Cu](C#N)[C:15]#[N:16].O. The catalyst is CN(C=O)C. The product is [Cl:13][C:3]1[C:4]([CH3:12])=[C:5]([CH2:8][C:9]([NH2:11])=[O:10])[CH:6]=[CH:7][C:2]=1[C:15]#[N:16]. The yield is 0.670. (9) The reactants are [Br:1][C:2]1[CH:3]=[C:4]([N:13]([CH:15]([CH2:17][CH3:18])[CH3:16])[CH3:14])[C:5]([CH3:12])=[C:6]([CH:11]=1)[C:7]([O:9]C)=[O:8].[Li+].[OH-]. The catalyst is O1CCCC1.O. The product is [Br:1][C:2]1[CH:3]=[C:4]([N:13]([CH:15]([CH2:17][CH3:18])[CH3:16])[CH3:14])[C:5]([CH3:12])=[C:6]([CH:11]=1)[C:7]([OH:9])=[O:8]. The yield is 0.780.